Task: Predict the product of the given reaction.. Dataset: Forward reaction prediction with 1.9M reactions from USPTO patents (1976-2016) (1) Given the reactants [C:1]([C:4]1[C:9]2[S:10][C:11]([C:14]([NH:16][C:17]3[CH:26]=[CH:25][C:24]4[C:19](=[CH:20][CH:21]=[CH:22][C:23]=4[CH2:27][S:28]([CH3:31])(=[O:30])=[O:29])[N:18]=3)=[O:15])=[C:12]([CH3:13])[C:8]=2[C:7]([CH2:32][O:33][CH3:34])=[CH:6][CH:5]=1)(=[O:3])[CH3:2].[BrH:35], predict the reaction product. The product is: [BrH:35].[C:1]([C:4]1[C:9]2[S:10][C:11]([C:14]([NH:16][C:17]3[CH:26]=[CH:25][C:24]4[C:19](=[CH:20][CH:21]=[CH:22][C:23]=4[CH2:27][S:28]([CH3:31])(=[O:29])=[O:30])[N:18]=3)=[O:15])=[C:12]([CH3:13])[C:8]=2[C:7]([CH2:32][O:33][CH3:34])=[CH:6][CH:5]=1)(=[O:3])[CH3:2]. (2) Given the reactants [Cl:1][C:2]1[CH:3]=[C:4]2[C:9](=[CH:10][C:11]=1[C:12](O)=[O:13])[N:8]=[CH:7][N:6]=[C:5]2[NH:15][CH:16]([C:18]1[NH:22][C:21]2[CH:23]=[CH:24][C:25]([Cl:27])=[CH:26][C:20]=2[N:19]=1)[CH3:17].FC1C(OC(N(C)C)=[N+](C)C)=C(F)C(F)=C(F)C=1F.F[P-](F)(F)(F)(F)F.C(N(C(C)C)CC)(C)C.[NH:63]1[CH2:68][CH2:67][S:66](=[O:69])[CH2:65][CH2:64]1, predict the reaction product. The product is: [Cl:1][C:2]1[CH:3]=[C:4]2[C:9](=[CH:10][C:11]=1[C:12]([N:63]1[CH2:68][CH2:67][S:66](=[O:69])[CH2:65][CH2:64]1)=[O:13])[N:8]=[CH:7][N:6]=[C:5]2[NH:15][CH:16]([C:18]1[NH:22][C:21]2[CH:23]=[CH:24][C:25]([Cl:27])=[CH:26][C:20]=2[N:19]=1)[CH3:17]. (3) Given the reactants [SH:1][C:2]1[N:6]([CH2:7][C:8]([O:10][C:11]([CH3:14])([CH3:13])[CH3:12])=[O:9])[C:5]2[CH:15]=[CH:16][CH:17]=[CH:18][C:4]=2[N:3]=1.Br[CH2:20][CH2:21][O:22][C:23]1[CH:28]=[CH:27][CH:26]=[CH:25][CH:24]=1.C([O-])([O-])=O.[K+].[K+], predict the reaction product. The product is: [C:11]([O:10][C:8](=[O:9])[CH2:7][N:6]1[C:5]2[CH:15]=[CH:16][CH:17]=[CH:18][C:4]=2[N:3]=[C:2]1[S:1][CH2:20][CH2:21][O:22][C:23]1[CH:28]=[CH:27][CH:26]=[CH:25][CH:24]=1)([CH3:13])([CH3:14])[CH3:12].